From a dataset of Full USPTO retrosynthesis dataset with 1.9M reactions from patents (1976-2016). Predict the reactants needed to synthesize the given product. (1) Given the product [CH3:7][N:4]1[CH:5]=[CH:6][C:2]([C:11]#[C:10][CH2:9][CH2:8][C:12]2[S:13][C:14]3[CH:20]=[CH:19][CH:18]=[CH:17][C:15]=3[N:16]=2)=[N:3]1, predict the reactants needed to synthesize it. The reactants are: Br[C:2]1[CH:6]=[CH:5][N:4]([CH3:7])[N:3]=1.[CH2:8]([C:12]1[S:13][C:14]2[CH:20]=[CH:19][CH:18]=[CH:17][C:15]=2[N:16]=1)[CH2:9][C:10]#[CH:11]. (2) The reactants are: Br[C:2]1[CH:3]=[C:4]2[C:8](=[CH:9][CH:10]=1)[N:7]([Si:11]([CH:18]([CH3:20])[CH3:19])([CH:15]([CH3:17])[CH3:16])[CH:12]([CH3:14])[CH3:13])[CH:6]=[CH:5]2.C([Li])(C)(C)C.C[O:27][C:28]([C@:30]1([CH2:42][C:43]2[CH:48]=[CH:47][CH:46]=[CH:45][CH:44]=2)[CH2:34][CH2:33][CH2:32][N:31]1[C:35]([O:37][C:38]([CH3:41])([CH3:40])[CH3:39])=[O:36])=O. Given the product [C:38]([O:37][C:35]([N:31]1[CH2:32][CH2:33][CH2:34][C:30]1([CH2:42][C:43]1[CH:44]=[CH:45][CH:46]=[CH:47][CH:48]=1)[C:28]([C:2]1[CH:3]=[C:4]2[C:8](=[CH:9][CH:10]=1)[N:7]([Si:11]([CH:15]([CH3:16])[CH3:17])([CH:18]([CH3:19])[CH3:20])[CH:12]([CH3:13])[CH3:14])[CH:6]=[CH:5]2)=[O:27])=[O:36])([CH3:41])([CH3:39])[CH3:40], predict the reactants needed to synthesize it.